Dataset: NCI-60 drug combinations with 297,098 pairs across 59 cell lines. Task: Regression. Given two drug SMILES strings and cell line genomic features, predict the synergy score measuring deviation from expected non-interaction effect. (1) Drug 1: C1=CC(=CC=C1CCC2=CNC3=C2C(=O)NC(=N3)N)C(=O)NC(CCC(=O)O)C(=O)O. Drug 2: C(=O)(N)NO. Cell line: SK-MEL-2. Synergy scores: CSS=10.4, Synergy_ZIP=-3.19, Synergy_Bliss=1.89, Synergy_Loewe=-41.7, Synergy_HSA=-1.02. (2) Drug 1: CC1=CC=C(C=C1)C2=CC(=NN2C3=CC=C(C=C3)S(=O)(=O)N)C(F)(F)F. Drug 2: CNC(=O)C1=NC=CC(=C1)OC2=CC=C(C=C2)NC(=O)NC3=CC(=C(C=C3)Cl)C(F)(F)F. Cell line: A549. Synergy scores: CSS=-0.628, Synergy_ZIP=-0.400, Synergy_Bliss=-2.88, Synergy_Loewe=-4.53, Synergy_HSA=-4.67. (3) Drug 1: C1CC(=O)NC(=O)C1N2C(=O)C3=CC=CC=C3C2=O. Drug 2: C(CN)CNCCSP(=O)(O)O. Cell line: LOX IMVI. Synergy scores: CSS=3.43, Synergy_ZIP=3.96, Synergy_Bliss=8.18, Synergy_Loewe=1.26, Synergy_HSA=1.11.